From a dataset of Retrosynthesis with 50K atom-mapped reactions and 10 reaction types from USPTO. Predict the reactants needed to synthesize the given product. The reactants are: CB(O)O.N#CC1(c2cccc(Cl)n2)CCN(Cc2cc3c(c4ccccc24)CN([C@H]2CCCC[C@@H]2O)C3=O)CC1. Given the product Cc1cccc(C2(C#N)CCN(Cc3cc4c(c5ccccc35)CN([C@H]3CCCC[C@@H]3O)C4=O)CC2)n1, predict the reactants needed to synthesize it.